Dataset: Reaction yield outcomes from USPTO patents with 853,638 reactions. Task: Predict the reaction yield, written as a fraction of the theoretical maximum amount of product (1.0 means a 100% yield; for example, 0.34 means a 34% yield). (1) The reactants are [NH2:1][C:2]1[CH:12]=[CH:11][C:5]2[O:6][CH2:7][C:8](=O)[NH:9][C:4]=2[CH:3]=1.C1COCC1.Cl.[OH-].[Na+]. The catalyst is O.CCO. The product is [O:6]1[CH2:7][CH2:8][NH:9][C:4]2[CH:3]=[C:2]([NH2:1])[CH:12]=[CH:11][C:5]1=2. The yield is 0.510. (2) The reactants are C1N=CN(C(N2C=NC=C2)=O)C=1.[C:13]1([N:19]2[C:27]3[CH2:26][CH2:25][CH2:24][CH:23]([CH2:28][C:29]([OH:31])=O)[C:22]=3[CH:21]=[N:20]2)[CH:18]=[CH:17][CH:16]=[CH:15][CH:14]=1.[NH:32]1[CH2:38][CH2:37][CH2:36][CH2:35][CH2:34][CH2:33]1. The catalyst is C(Cl)Cl. The product is [C:13]1([N:19]2[C:27]3[CH2:26][CH2:25][CH2:24][CH:23]([CH2:28][C:29]([N:32]4[CH2:38][CH2:37][CH2:36][CH2:35][CH2:34][CH2:33]4)=[O:31])[C:22]=3[CH:21]=[N:20]2)[CH:14]=[CH:15][CH:16]=[CH:17][CH:18]=1. The yield is 0.330. (3) The reactants are Cl.[CH2:2]1[C:4]2([CH2:9][CH2:8][CH2:7][CH2:6][NH:5]2)[CH2:3]1.N1C=CC=CC=1.CCN(C(C)C)C(C)C.[Cl:25][C:26](Cl)([O:28]C(=O)OC(Cl)(Cl)Cl)Cl.Cl. The catalyst is C(Cl)Cl. The product is [CH2:3]1[C:4]2([CH2:9][CH2:8][CH2:7][CH2:6][N:5]2[C:26]([Cl:25])=[O:28])[CH2:2]1. The yield is 1.00. (4) The reactants are [CH3:1][C:2]1[C:10]2[C:5](=[CH:6][CH:7]=[CH:8][C:9]=2[NH:11][C:12]([C:14]2[N:18]3[CH:19]=[CH:20][C:21]([C:23]4[CH2:28][CH2:27][N:26](C(OC(C)(C)C)=O)[CH2:25][CH:24]=4)=[CH:22][C:17]3=[N:16][CH:15]=2)=[O:13])[N:4]([CH2:36][C:37]2[CH:42]=[CH:41][CH:40]=[C:39]([CH3:43])[N:38]=2)[N:3]=1.[ClH:44].[H][H]. The catalyst is CO.C(O)(C)C.[Pd]. The product is [ClH:44].[ClH:44].[ClH:44].[CH3:1][C:2]1[C:10]2[C:5](=[CH:6][CH:7]=[CH:8][C:9]=2[NH:11][C:12]([C:14]2[N:18]3[CH:19]=[CH:20][C:21]([CH:23]4[CH2:28][CH2:27][NH:26][CH2:25][CH2:24]4)=[CH:22][C:17]3=[N:16][CH:15]=2)=[O:13])[N:4]([CH2:36][C:37]2[CH:42]=[CH:41][CH:40]=[C:39]([CH3:43])[N:38]=2)[N:3]=1. The yield is 0.170. (5) The reactants are [CH3:1][O:2][C:3]1[CH:8]=[CH:7][CH:6]=[CH:5][C:4]=1[N:9]1[CH2:14][CH2:13][N:12]([CH2:15][CH2:16]O)[CH2:11][CH2:10]1.ClCC[CH2:21][OH:22].[I-].[K+]. The catalyst is CC(C)=O. The product is [CH3:1][O:2][C:3]1[CH:8]=[CH:7][CH:6]=[CH:5][C:4]=1[N:9]1[CH2:10][CH2:11][N:12]([CH2:15][CH2:16][CH2:21][OH:22])[CH2:13][CH2:14]1. The yield is 0.460.